This data is from Full USPTO retrosynthesis dataset with 1.9M reactions from patents (1976-2016). The task is: Predict the reactants needed to synthesize the given product. (1) Given the product [O:18]=[C:17]1[C:4]2([CH2:5][CH2:6][N:7]([C:10]([O:12][C:13]([CH3:14])([CH3:15])[CH3:16])=[O:11])[CH2:8][CH2:9]2)[CH2:21][CH2:20][O:19]1, predict the reactants needed to synthesize it. The reactants are: C([C:4]1([C:17]([O:19][CH2:20][CH3:21])=[O:18])[CH2:9][CH2:8][N:7]([C:10]([O:12][C:13]([CH3:16])([CH3:15])[CH3:14])=[O:11])[CH2:6][CH2:5]1)C=C.ClCCl.[BH4-].[Na+].CC(C)=O. (2) Given the product [F:19][C:2]([F:1])([S:9]([C:12]1[CH:17]=[CH:16][CH:15]=[C:14]([F:18])[CH:13]=1)(=[O:11])=[O:10])[CH:3]1[CH2:8][CH2:7][N:6]([C:27]([NH:29][C:30]2[CH:35]=[CH:34][N:33]=[N:32][CH:31]=2)=[O:28])[CH2:5][CH2:4]1, predict the reactants needed to synthesize it. The reactants are: [F:1][C:2]([F:19])([S:9]([C:12]1[CH:17]=[CH:16][CH:15]=[C:14]([F:18])[CH:13]=1)(=[O:11])=[O:10])[CH:3]1[CH2:8][CH2:7][NH:6][CH2:5][CH2:4]1.C1(N[C:27]([NH:29][C:30]2[CH:35]=[CH:34][N:33]=[N:32][CH:31]=2)=[O:28])C=CC=CC=1.C(N(CC)CC)C. (3) Given the product [Br:14][C:15]1[CH:16]=[CH:17][C:18]([Cl:23])=[C:19]([CH:20]=1)[CH:21]=[O:22], predict the reactants needed to synthesize it. The reactants are: CS(C)=O.ClCCl.C(Cl)(=O)C(Cl)=O.[Br:14][C:15]1[CH:16]=[CH:17][C:18]([Cl:23])=[C:19]([CH2:21][OH:22])[CH:20]=1. (4) Given the product [Br:1][C:2]1[CH:7]=[CH:6][C:5]([NH:8][C:9]2[N:10]=[C:11]([C:16]3[CH:21]=[C:20]([Cl:22])[CH:19]=[CH:18][C:17]=3[CH3:23])[N:12]=[C:13]([S:25][CH3:24])[N:14]=2)=[CH:4][CH:3]=1, predict the reactants needed to synthesize it. The reactants are: [Br:1][C:2]1[CH:7]=[CH:6][C:5]([NH:8][C:9]2[N:14]=[C:13](Cl)[N:12]=[C:11]([C:16]3[CH:21]=[C:20]([Cl:22])[CH:19]=[CH:18][C:17]=3[CH3:23])[N:10]=2)=[CH:4][CH:3]=1.[CH3:24][S-:25].[Na+]. (5) The reactants are: C(OC([N:8]1[C:17]2[C:12](=[CH:13][C:14]([C:18]3[CH:19]=[N:20][CH:21]=[C:22]([C:24](=[O:26])[CH3:25])[CH:23]=3)=[CH:15][N:16]=2)[CH2:11][CH2:10][CH2:9]1)=O)(C)(C)C. Given the product [N:16]1[C:17]2[NH:8][CH2:9][CH2:10][CH2:11][C:12]=2[CH:13]=[C:14]([C:18]2[CH:23]=[C:22]([C:24](=[O:26])[CH3:25])[CH:21]=[N:20][CH:19]=2)[CH:15]=1, predict the reactants needed to synthesize it.